This data is from Experimentally validated miRNA-target interactions with 360,000+ pairs, plus equal number of negative samples. The task is: Binary Classification. Given a miRNA mature sequence and a target amino acid sequence, predict their likelihood of interaction. (1) The miRNA is mmu-miR-107-3p with sequence AGCAGCAUUGUACAGGGCUAUCA. The protein sequence of the target gene is MASPQGGQIAIAMRLRNQLQSVYKMDPLRNEEEVRVKIKDLNEHIVCCLCAGYFVDATTITECLHTFCKSCIVKYLQTSKYCPMCNIKIHETQPLLNLKLDRVMQDIVYKLVPGLQDSEEKRIREFYQSRGLDRVTQPTGEEPALSNLGLPFSSFDHSKAHYYRYDEQLNLCLERLSSGKDKNKSVLQNKYVRCSVRAEVRHLRRVLCHRLMLNPQHVQLLFDNEVLPDHMTMKQIWLSRWFGKPSPLLLQYSVKEKRR. Result: 0 (no interaction). (2) The miRNA is hsa-miR-4732-3p with sequence GCCCUGACCUGUCCUGUUCUG. The protein sequence of the target gene is MRWAAATLRGKARPRGRAGVTTPAPGNRTGTCAKLRLPPQATFQVLRGNGASVGTVLMFRCPSNHQMVGSGLLTCTWKGSIAEWSSGSPVCKLVPPHETFGFKVAVIASIVSCAIILLMSMAFLTCCLLKCVKKSKRRRSNRSAQLWSQLKDEDLETVQAAYLGLKHFNKPVSGPSQAHDNHSFTTDHGESTSKLASVTRSVDKDPGIPRALSLSGSSSSPQAQVMVHMANPRQPLPASGLATGMPQQPAAYALG. Result: 0 (no interaction). (3) The miRNA is mmu-miR-690 with sequence AAAGGCUAGGCUCACAACCAAA. The protein sequence of the target gene is MKKGSQQKIFSKAKIPSSSHSPIPSSMSNMRSRSLSPLIGSETLPFHSGGQWCEQVEIADENNMLLDYQDHKGADSHAGVRYITEALIKKLTKQDNLALIKSLNLSLSKDGGKKFKYIENLEKCVKLEVLNLSYNLIGKIEKLDKLLKLRELNLSYNKISKIEGIENMCNLQKLNLAGNEIEHIPVWLGKKLKSLRVLNLKGNKISSLQDISKLKPLQDLISLILVENPVVTLPHYLQFTIFHLRSLESLEGQPVTTQDRQEAFERFSLEEVERLERDLEKKMIETEELKSKQTRFLEEI.... Result: 0 (no interaction). (4) The miRNA is rno-miR-664-3p with sequence UAUUCAUUUACUCCCCAGCCUA. The protein sequence of the target gene is MPVQAAQWTEFLSCPICYNEFDENVHKPISLGCSHTVCKTCLNKLHRKACPFDQTAINTDIDVLPVNFALLQLVGAQVPDHQSIKLSNLGENKHYEVAKKCVEDLALYLKPLSGGKGVASLNQSALSRPMQRKLVTLVNCQLVEEEGRVRAMRAARSLGERTVTELILQHQNPQQLSANLWAAVRARGCQFLGPAMQEEALKLVLLALEDGSALSRKVLVLFVVQRLEPRFPQASKTSIGHVVQLLYRASCFKVTKRDEDSSLMQLKEEFRSYEALRREHDAQIVHIAMEAGLRISPEQW.... Result: 0 (no interaction). (5) The miRNA is hsa-miR-31-5p with sequence AGGCAAGAUGCUGGCAUAGCU. The protein sequence of the target gene is MDVSLLLNVEGVKKTILHGGTGELPSFITGSRVTFHFRTMKCDDERTVIDDSKQVGQPMSIIIGNMFKLEVWETLLTSMRLGEVAEFWCDTIHTGVYPMLSRSLRQVAEGKDPTSWHVHTCGLANMFAYHTLGYEDLDELQKEPQPLVFLIELLQVEAPNEYQRETWNLNNEERMQAVPLLHGEGNRLYKLGRYDQAATKYQEAIVCLRNLQTKEKPWEVEWLKLEKMINTLILNYCQCLLKKEEYYEVLEHTSDILRHHPGIVKAYYMRARAHAEVWNAEEAKADLEKVLELEPSMRKA.... Result: 0 (no interaction). (6) The miRNA is hsa-miR-6798-3p with sequence CUACCCCCCAUCCCCCUGUAG. The protein sequence of the target gene is MSLFKARDWWSTILGDKEEFDQGCLCLANVDNSGNGQDKIIVGSFMGYLRIFSPHPAKTGDGAQAEDLLLEVDLRDPVLQVEVGKFVSGTEMLHLAVLHSRKLCVYSVSGTLGNVEHGNQCQMKLMYEHNLQRTACNMTYGSFGGVKGRDLICIQSMDGMLMVFEQESYAFGRFLPGFLLPGPLAYSSRTDSFLTVSSCQQVESYKYQVLAFATDADKRQETEQQKLGSGKRLVVDWTLNIGEQALDICIVSFNQSASSVFVLGERNFFCLKDNGQIRFMKKLDWSPSCFLPYCSVSEGT.... Result: 0 (no interaction). (7) The miRNA is hsa-miR-4739 with sequence AAGGGAGGAGGAGCGGAGGGGCCCU. The protein sequence of the target gene is MDLHRAAFKMENSSYLPNPLASPALMVLASTAEASRDASIPCQQPRPFGVPVSVDKDVHIPFTNGSYTFASMYHRQGGVPGTFANRDFPPSLLHLHPQFAPPNLDCTPISMLNHSGVGAFRPFASTEDRESYQSAFTPAKRLKNCHDTESPHLRFSDADGKEYDFGTQLPSSSPGSLKVDDTGKKIFAVSGLISDRETSSSPEDRNDRCKKKAVALFDSQAPLCPICQVLLRPSELQEHMEQELEQLAQLPASKNSLLKDAMAPGTPKSLLLSASIKREGDSPTASPHSSATEDLHHSDR.... Result: 0 (no interaction). (8) The miRNA is hsa-miR-508-5p with sequence UACUCCAGAGGGCGUCACUCAUG. The protein sequence of the target gene is MEEELKCPVCGSLFREPIILPCSHNVCLPCARTIAVQTPDGEQHLPPPLLLSRGAAAAATPPDQDAAAGATSGGAGANTAGGLGGGATGGGDHADKLSLYSETDSGYGSYTPSLKSPNGVRVLPMVPAPPGSSAAAARGAACSSLCSSSSSITCPQCHRSASLDHRGLRGFQRNRLLEGIVQRYQQGRGVVPGAAAAPAVAICQLCDRTPPEPAATLCEQCDVLYCATCQLKCHPSRGPFAKHRLVQPPPPPTPPEATPAVTGTSTASSAGGCRSPGGAGASAPRKFPTCPEHEMENYSM.... Result: 0 (no interaction).